The task is: Predict the product of the given reaction.. This data is from Forward reaction prediction with 1.9M reactions from USPTO patents (1976-2016). (1) The product is: [CH2:1]=[CH:2][CH2:3][CH2:4][CH2:5][CH2:6][CH2:7][CH2:8][CH2:9][CH2:10][CH2:11][CH2:12][CH2:13][CH2:14][CH3:15]. Given the reactants [CH2:1]=[CH:2][CH2:3][CH2:4][CH2:5][CH2:6][CH2:7][CH2:8][CH2:9][CH2:10][CH2:11][CH2:12][CH2:13][CH2:14][CH2:15]C.C=CCCCCCCCCCCCCCCC.C=CCCCCCCCCCCCCCCCC.C=CCCCCCCCCCCCCCCCCC, predict the reaction product. (2) Given the reactants NC(OCC)=O.C(N(CC)CC)C.[C:24](O)(=O)[CH2:25][CH2:26][CH2:27][CH2:28][CH2:29][CH2:30][CH2:31]CC[CH2:24][CH2:25][CH2:26][CH2:27][CH2:28][CH2:29][CH2:30][CH3:31].OCC(CO)O.[CH2:40]([NH2:43])[CH2:41]N, predict the reaction product. The product is: [CH3:31][CH:30]1[C:29]2[C:28](=[CH:27][CH:26]=[CH:25][CH:24]=2)[NH:43][CH:40]1[CH3:41]. (3) Given the reactants [NH2:1][C:2]1[S:3][C:4]2[N:5]=[C:6]([N:11]([CH3:32])[C:12]3[CH:13]=[C:14]([NH:18][C:19](=[O:31])[C:20]4[CH:25]=[CH:24][CH:23]=[C:22]([C:26]([C:29]#[N:30])([CH3:28])[CH3:27])[CH:21]=4)[CH:15]=[CH:16][CH:17]=3)[N:7]=[CH:8][C:9]=2[N:10]=1.[CH3:33][C:34]1[NH:35][C:36]([C:39](O)=[O:40])=[CH:37][N:38]=1.F[P-](F)(F)(F)(F)F.N1(OC(N(C)C)=[N+](C)C)C2N=CC=CC=2N=N1.C(=O)([O-])O.[Na+], predict the reaction product. The product is: [C:29]([C:26]([C:22]1[CH:21]=[C:20]([C:19]([NH:18][C:14]2[CH:13]=[C:12]([N:11]([CH3:32])[C:6]3[N:7]=[CH:8][C:9]4[N:10]=[C:2]([NH:1][C:39]([C:36]5[NH:35][C:34]([CH3:33])=[N:38][CH:37]=5)=[O:40])[S:3][C:4]=4[N:5]=3)[CH:17]=[CH:16][CH:15]=2)=[O:31])[CH:25]=[CH:24][CH:23]=1)([CH3:27])[CH3:28])#[N:30].